The task is: Predict the reactants needed to synthesize the given product.. This data is from Full USPTO retrosynthesis dataset with 1.9M reactions from patents (1976-2016). The reactants are: [C:1]([C:4]1[O:5][CH:6]=[CH:7][CH:8]=1)(=O)[CH3:2].[NH:9]1[CH2:14][CH2:13][O:12][CH2:11][CH2:10]1.[BH4-].[Na+]. Given the product [O:5]1[CH:6]=[CH:7][CH:8]=[C:4]1[CH:1]([N:9]1[CH2:14][CH2:13][O:12][CH2:11][CH2:10]1)[CH3:2], predict the reactants needed to synthesize it.